This data is from Forward reaction prediction with 1.9M reactions from USPTO patents (1976-2016). The task is: Predict the product of the given reaction. (1) The product is: [CH3:27][NH:28][C@@H:11]([CH2:13]/[CH:14]=[CH:15]/[C:16]1[CH:17]=[N:18][CH:19]=[C:20]([O:22][CH:23]([CH3:25])[CH3:24])[CH:21]=1)[CH3:12]. Given the reactants C1(C)C=CC(S(O[C@H:11]([CH2:13]/[CH:14]=[CH:15]/[C:16]2[CH:17]=[N:18][CH:19]=[C:20]([O:22][CH:23]([CH3:25])[CH3:24])[CH:21]=2)[CH3:12])(=O)=O)=CC=1.[CH3:27][NH2:28], predict the reaction product. (2) The product is: [CH3:1][CH2:2][CH2:3][CH2:4][CH2:5][NH:6][C:7]([NH:9]/[N:10]=[CH:11]/[C:12]1[C:16]2[CH:17]=[C:18]([O:21][CH3:22])[CH:19]=[CH:20][C:15]=2[NH:14][CH:13]=1)=[NH:8].[C:23]([O-:26])(=[O:25])[CH3:24]. Given the reactants [CH3:1][CH2:2][CH2:3][CH2:4][CH2:5][NH:6][C:7]([NH:9]/[N:10]=[CH:11]/[C:12]1[C:16]2[CH:17]=[C:18]([O:21][CH3:22])[CH:19]=[CH:20][C:15]=2[NH:14][CH:13]=1)=[NH:8].[C:23]([O:26]CC)(=[O:25])[CH3:24], predict the reaction product. (3) The product is: [N:15]1[CH:16]=[CH:17][N:18]2[CH:23]=[CH:22][N:21]=[C:20]([N:24]3[CH2:28][CH2:27][C@H:26]([NH:29][C:12]([C:7]4[N:6]=[CH:5][C:4]5[C:9](=[CH:10][CH:11]=[C:2]([CH3:1])[CH:3]=5)[N:8]=4)=[O:14])[CH2:25]3)[C:19]=12. Given the reactants [CH3:1][C:2]1[CH:3]=[C:4]2[C:9](=[CH:10][CH:11]=1)[N:8]=[C:7]([C:12]([OH:14])=O)[N:6]=[CH:5]2.[N:15]1[CH:16]=[CH:17][N:18]2[CH:23]=[CH:22][N:21]=[C:20]([N:24]3[CH2:28][CH2:27][C@H:26]([NH2:29])[CH2:25]3)[C:19]=12.C(N(CC)CC)C.CN(C(ON1N=NC2C=CC=NC1=2)=[N+](C)C)C.F[P-](F)(F)(F)(F)F, predict the reaction product. (4) Given the reactants [Cl:1][C:2]1[CH:30]=[CH:29][C:5]([C:6]([NH:8][C:9]2[CH:14]=[CH:13][C:12]([N:15]3[CH:19]([C:20]([F:23])([F:22])[F:21])[CH:18]([C:24]([O:26]CC)=[O:25])[CH:17]=[N:16]3)=[CH:11][CH:10]=2)=[O:7])=[CH:4][CH:3]=1.[OH-].[Na+].Cl, predict the reaction product. The product is: [Cl:1][C:2]1[CH:3]=[CH:4][C:5]([C:6]([NH:8][C:9]2[CH:10]=[CH:11][C:12]([N:15]3[C:19]([C:20]([F:23])([F:21])[F:22])=[C:18]([C:24]([OH:26])=[O:25])[CH:17]=[N:16]3)=[CH:13][CH:14]=2)=[O:7])=[CH:29][CH:30]=1. (5) Given the reactants [N+](C1C=CC([N:10]([CH:14]2[CH2:19][CH2:18][N:17]([CH2:20][C:21]3[CH:25]=[CH:24][N:23]([C:26]4[CH:31]=[CH:30][C:29]([C:32]([F:35])([F:34])[F:33])=[CH:28][CH:27]=4)[CH:22]=3)[CH2:16][CH2:15]2)[C:11](=O)[O-:12])=CC=1)([O-])=O.[CH3:36][C:37]1[N:38]([CH2:42][CH:43]([C:45]2[CH:50]=[CH:49][CH:48]=[CH:47][CH:46]=2)[NH2:44])[CH:39]=[CH:40][N:41]=1, predict the reaction product. The product is: [CH3:36][C:37]1[N:38]([CH2:42][CH:43]([NH:44][C:11]([NH:10][CH:14]2[CH2:19][CH2:18][N:17]([CH2:20][C:21]3[CH:25]=[CH:24][N:23]([C:26]4[CH:31]=[CH:30][C:29]([C:32]([F:34])([F:35])[F:33])=[CH:28][CH:27]=4)[CH:22]=3)[CH2:16][CH2:15]2)=[O:12])[C:45]2[CH:50]=[CH:49][CH:48]=[CH:47][CH:46]=2)[CH:39]=[CH:40][N:41]=1. (6) Given the reactants Cl.[C:2]1([C:8]2[CH2:9][CH2:10][NH:11][CH2:12][CH:13]=2)[CH:7]=[CH:6][CH:5]=[CH:4][CH:3]=1.C(N(CC)CC)C.[C:21](=O)([O:27]C(C)(C)C)[O:22][C:23]([CH3:26])([CH3:25])[CH3:24], predict the reaction product. The product is: [C:2]1([C:8]2[CH2:13][CH2:12][N:11]([C:21]([O:22][C:23]([CH3:26])([CH3:25])[CH3:24])=[O:27])[CH2:10][CH:9]=2)[CH:7]=[CH:6][CH:5]=[CH:4][CH:3]=1. (7) Given the reactants [NH:1]1[CH2:6][CH2:5][CH:4]([CH2:7][N:8]([CH2:27][CH2:28][CH3:29])[CH:9]2[CH2:18][C:17]3[CH:16]=[C:15]([O:19][S:20]([C:23]([F:26])([F:25])[F:24])(=[O:22])=[O:21])[CH:14]=[CH:13][C:12]=3[CH2:11][CH2:10]2)[CH2:3][CH2:2]1.[N:30]1([C:36](Cl)=[O:37])[CH2:35][CH2:34][O:33][CH2:32][CH2:31]1, predict the reaction product. The product is: [N:30]1([C:36]([N:1]2[CH2:6][CH2:5][CH:4]([CH2:7][N:8]([CH2:27][CH2:28][CH3:29])[CH:9]3[CH2:18][C:17]4[CH:16]=[C:15]([O:19][S:20]([C:23]([F:26])([F:24])[F:25])(=[O:22])=[O:21])[CH:14]=[CH:13][C:12]=4[CH2:11][CH2:10]3)[CH2:3][CH2:2]2)=[O:37])[CH2:35][CH2:34][O:33][CH2:32][CH2:31]1.